Dataset: Catalyst prediction with 721,799 reactions and 888 catalyst types from USPTO. Task: Predict which catalyst facilitates the given reaction. (1) Reactant: FC(F)(F)C([O-])=O.[P:8]([OH:44])([OH:43])([O:10][CH2:11][N+:12]1[C:16]([CH3:17])=[CH:15][N:14]([C:18]2[CH:23]=[CH:22][C:21](/[CH:24]=[C:25]3/[C:26](=[O:40])[N:27]([C@H:31]([C:33]4[CH:38]=[CH:37][C:36]([F:39])=[CH:35][CH:34]=4)[CH3:32])[CH2:28][CH2:29][CH2:30]/3)=[CH:20][C:19]=2[O:41][CH3:42])[CH:13]=1)=[O:9]. Product: [P:8]([O-:43])([OH:44])([O:10][CH2:11][N+:12]1[C:16]([CH3:17])=[CH:15][N:14]([C:18]2[CH:23]=[CH:22][C:21](/[CH:24]=[C:25]3/[C:26](=[O:40])[N:27]([C@H:31]([C:33]4[CH:34]=[CH:35][C:36]([F:39])=[CH:37][CH:38]=4)[CH3:32])[CH2:28][CH2:29][CH2:30]/3)=[CH:20][C:19]=2[O:41][CH3:42])[CH:13]=1)=[O:9]. The catalyst class is: 6. (2) Reactant: [F:1][C:2]1[CH:3]=[C:4]([CH:22]=[CH:23][CH:24]=1)[CH2:5][CH2:6][NH:7][C:8]1[N:16]=[C:15]([C:17]2[CH:18]=[N:19][NH:20][CH:21]=2)[CH:14]=[CH:13][C:9]=1[C:10](O)=[O:11].CN(C(ON1N=[N:40][C:35]2[CH:36]=[CH:37][CH:38]=[CH:39]C1=2)=[N+](C)C)C.F[P-](F)(F)(F)(F)F.C1C=CC2N(O)N=[N:55][C:53]=2C=1. Product: [F:1][C:2]1[CH:3]=[C:4]([CH:22]=[CH:23][CH:24]=1)[CH2:5][CH2:6][NH:7][C:8]1[N:16]=[C:15]([C:17]2[CH:18]=[N:19][NH:20][CH:21]=2)[CH:14]=[CH:13][C:9]=1[C:10]([NH:55][CH2:53][C:38]1[CH:39]=[N:40][CH:35]=[CH:36][CH:37]=1)=[O:11]. The catalyst class is: 3. (3) Reactant: [CH:1]1([C:4]2[C:5]([N:25]([S:34]([CH3:37])(=[O:36])=[O:35])[CH2:26][CH2:27][CH2:28]/[C:29](=[N:32]/[H])/[NH:30][OH:31])=[CH:6][C:7]3[O:11][C:10]([C:12]4[CH:17]=[CH:16][C:15]([F:18])=[CH:14][CH:13]=4)=[C:9]([C:19]4[NH:20][CH:21]=[CH:22][N:23]=4)[C:8]=3[CH:24]=2)[CH2:3][CH2:2]1.[C:38](N1C=CN=C1)([N:40]1[CH:44]=[CH:43][N:42]=[CH:41]1)=[S:39].C(OCC)(=O)C. Product: [N:40]1([C:38]([O:31]/[N:30]=[C:29](\[NH2:32])/[CH2:28][CH2:27][CH2:26][N:25]([C:5]2[C:4]([CH:1]3[CH2:2][CH2:3]3)=[CH:24][C:8]3[C:9]([C:19]4[NH:20][CH:21]=[CH:22][N:23]=4)=[C:10]([C:12]4[CH:17]=[CH:16][C:15]([F:18])=[CH:14][CH:13]=4)[O:11][C:7]=3[CH:6]=2)[S:34]([CH3:37])(=[O:36])=[O:35])=[S:39])[CH:44]=[CH:43][N:42]=[CH:41]1. The catalyst class is: 7. (4) Product: [Cl:1][C:2]1[CH:7]=[CH:6][N:5]=[C:4]([C:8]#[N:10])[CH:3]=1. Reactant: [Cl:1][C:2]1[CH:7]=[CH:6][N:5]=[C:4]([C:8]([NH2:10])=O)[CH:3]=1.CCN(CC)CC.C(OC(C(F)(F)F)=O)(C(F)(F)F)=O. The catalyst class is: 1. (5) Reactant: [CH3:1][C:2]1[CH:11]=[CH:10][C:5]([C:6]([O:8][CH3:9])=[O:7])=[CH:4][C:3]=1[N:12]1[CH:21]=[CH:20][C:19]2[C:14](=[CH:15][C:16]([C:22]#[C:23][CH2:24][N:25]3[CH2:30]COC[CH2:26]3)=[CH:17][CH:18]=2)[C:13]1=[O:31].CO.C(OCC)(=O)C. Product: [CH3:30][N:25]([CH3:26])[CH2:24][CH2:23][CH2:22][C:16]1[CH:15]=[C:14]2[C:19]([CH:20]=[CH:21][N:12]([C:3]3[CH:4]=[C:5]([CH:10]=[CH:11][C:2]=3[CH3:1])[C:6]([O:8][CH3:9])=[O:7])[C:13]2=[O:31])=[CH:18][CH:17]=1. The catalyst class is: 29.